Dataset: Forward reaction prediction with 1.9M reactions from USPTO patents (1976-2016). Task: Predict the product of the given reaction. (1) Given the reactants [Cl:1][C:2]1[CH:3]=[C:4]([OH:21])[C:5]([NH:8][S:9]([CH2:12][C:13]2[CH:18]=[C:17](Cl)[CH:16]=[C:15]([Cl:20])[CH:14]=2)(=[O:11])=[O:10])=[N:6][CH:7]=1.[Cl:22]C1C(Cl)=CC=CC=1CS(Cl)(=O)=O.ClC1C=C(CS(Cl)(=O)=O)C=C(Cl)C=1, predict the reaction product. The product is: [Cl:1][C:2]1[CH:3]=[C:4]([OH:21])[C:5]([NH:8][S:9]([CH2:12][C:13]2[CH:18]=[CH:17][CH:16]=[C:15]([Cl:20])[C:14]=2[Cl:22])(=[O:11])=[O:10])=[N:6][CH:7]=1. (2) Given the reactants [CH3:1][O:2][C:3]1[CH:10]=[CH:9][C:6]([CH:7]=O)=[CH:5][C:4]=1[CH2:11][CH2:12][CH3:13].C([O-])(=O)C.[NH4+].[N+:19]([CH2:22][CH2:23][CH3:24])([O-:21])=[O:20], predict the reaction product. The product is: [CH3:1][O:2][C:3]1[CH:10]=[CH:9][C:6]([CH:7]=[C:22]([N+:19]([O-:21])=[O:20])[CH2:23][CH3:24])=[CH:5][C:4]=1[CH2:11][CH2:12][CH3:13]. (3) Given the reactants [CH3:1][C:2]1[N:6]([CH2:7][C:8]([OH:10])=O)[N:5]=[C:4]([C:11]([F:14])([F:13])[F:12])[CH:3]=1.C(N(C(C)C)CC)(C)C.C[NH3+].F[P-](F)(F)(F)(F)F.N1(OC(N(C)C)=[N+](C)C)C2N=CC=CC=2N=N1.F[P-](F)(F)(F)(F)F.Cl.[CH2:58]([O:60][C:61](=[O:74])[C:62]1[CH:67]=[CH:66][CH:65]=[C:64]([CH:68]2[CH2:73][CH2:72][NH:71][CH2:70][CH2:69]2)[CH:63]=1)[CH3:59], predict the reaction product. The product is: [CH2:58]([O:60][C:61](=[O:74])[C:62]1[CH:67]=[CH:66][CH:65]=[C:64]([CH:68]2[CH2:69][CH2:70][N:71]([C:8](=[O:10])[CH2:7][N:6]3[C:2]([CH3:1])=[CH:3][C:4]([C:11]([F:14])([F:13])[F:12])=[N:5]3)[CH2:72][CH2:73]2)[CH:63]=1)[CH3:59]. (4) Given the reactants [ClH:1].[CH3:2][C:3]1[C:8]([CH3:9])=[C:7]([N+]([O-])=O)[C:6]([CH3:13])=[CH:5][N+:4]=1[O-:14].C(=O)([O-])[O-].[K+].[K+].C(OC(C)C)(C)C, predict the reaction product. The product is: [Cl:1][C:7]1[C:6]([CH3:13])=[CH:5][N+:4]([O-:14])=[C:3]([CH3:2])[C:8]=1[CH3:9].